Dataset: NCI-60 drug combinations with 297,098 pairs across 59 cell lines. Task: Regression. Given two drug SMILES strings and cell line genomic features, predict the synergy score measuring deviation from expected non-interaction effect. Drug 1: CNC(=O)C1=CC=CC=C1SC2=CC3=C(C=C2)C(=NN3)C=CC4=CC=CC=N4. Drug 2: C1CCC(C(C1)N)N.C(=O)(C(=O)[O-])[O-].[Pt+4]. Cell line: MDA-MB-435. Synergy scores: CSS=16.1, Synergy_ZIP=-0.105, Synergy_Bliss=8.89, Synergy_Loewe=5.88, Synergy_HSA=8.03.